The task is: Predict the reaction yield, written as a fraction of the theoretical maximum amount of product (1.0 means a 100% yield; for example, 0.34 means a 34% yield).. This data is from Reaction yield outcomes from USPTO patents with 853,638 reactions. (1) The reactants are [F:1][C:2]1[CH:7]=[C:6]([OH:8])[CH:5]=[C:4]([F:9])[C:3]=1[C:10]1[N:15]=[C:14]([C:16]([O:18][CH3:19])=[O:17])[CH:13]=[CH:12][C:11]=1[F:20].C(=O)([O-])[O-].[K+].[K+].Br[CH2:28][C:29]1([C:35]#[N:36])[CH2:34][CH2:33][O:32][CH2:31][CH2:30]1. The catalyst is CN(C=O)C.C(OCC)(=O)C. The product is [C:35]([C:29]1([CH2:28][O:8][C:6]2[CH:5]=[C:4]([F:9])[C:3]([C:10]3[N:15]=[C:14]([C:16]([O:18][CH3:19])=[O:17])[CH:13]=[CH:12][C:11]=3[F:20])=[C:2]([F:1])[CH:7]=2)[CH2:34][CH2:33][O:32][CH2:31][CH2:30]1)#[N:36]. The yield is 0.0900. (2) The reactants are [C:1]([O:5][C:6]([NH:8][C@@H:9]1[CH2:13][CH2:12][C@:11]([CH:17]([CH3:19])[CH3:18])([C:14]([OH:16])=O)[CH2:10]1)=[O:7])([CH3:4])([CH3:3])[CH3:2].[C:20]1([C:26]2[CH2:27][CH2:28][NH:29][CH2:30][CH:31]=2)[CH:25]=[CH:24][CH:23]=[CH:22][CH:21]=1.C(N(CC)CC)C.F[P-](F)(F)(F)(F)F.N1(O[P+](N(C)C)(N(C)C)N(C)C)C2C=CC=CC=2N=N1. The catalyst is C(Cl)Cl. The product is [CH:17]([C@:11]1([C:14]([N:29]2[CH2:28][CH:27]=[C:26]([C:20]3[CH:25]=[CH:24][CH:23]=[CH:22][CH:21]=3)[CH2:31][CH2:30]2)=[O:16])[CH2:12][CH2:13][C@@H:9]([NH:8][C:6](=[O:7])[O:5][C:1]([CH3:2])([CH3:3])[CH3:4])[CH2:10]1)([CH3:19])[CH3:18]. The yield is 0.800.